This data is from Forward reaction prediction with 1.9M reactions from USPTO patents (1976-2016). The task is: Predict the product of the given reaction. (1) Given the reactants [CH2:1]([CH:3]([NH2:6])[CH2:4][CH3:5])[CH3:2].[CH2:7]1[CH2:13][S:10](=[O:12])(=[O:11])[O:9][CH2:8]1, predict the reaction product. The product is: [CH3:2][CH2:1][CH:3]([NH:6][CH2:8][CH2:7][CH2:13][S:10]([OH:12])(=[O:11])=[O:9])[CH2:4][CH3:5]. (2) Given the reactants [O-:1][CH2:2][CH2:3][CH2:4][CH3:5].[O-:6][CH2:7][CH2:8][CH2:9][CH3:10].[CH2:11]([Sn+2]CCCC)[CH2:12][CH2:13][CH3:14].[CH2:20]([OH:24])CCC.C(O)C.[C:28](=[O:30])=[O:29].C(O)C.[C:34](=[O:36])=[O:35], predict the reaction product. The product is: [C:28](=[O:29])([O-:30])[O:1][CH:2]([CH2:9][CH3:10])[CH2:3][CH2:4][CH3:5].[C:34](=[O:35])([O:36][CH2:11][CH2:12][CH2:13][CH3:14])[O:1][CH2:2][CH2:3][CH2:4][CH3:5].[C:20](=[O:24])([O:1][CH2:2][CH3:3])[O:6][CH2:7][CH3:8]. (3) The product is: [C:24]([O:27][CH2:28][C:29]1[C:34]([C:2]2[CH:3]=[C:4]([NH:10][C:11]3[CH:23]=[C:14]4[CH2:15][N:16]([CH:19]5[CH2:22][O:21][CH2:20]5)[CH2:17][CH2:18][N:13]4[N:12]=3)[C:5](=[O:9])[N:6]([CH3:8])[CH:7]=2)=[CH:33][CH:32]=[CH:31][C:30]=1[N:45]1[CH2:56][CH2:55][C:54]2[C:53]3[CH2:52][C:51]([CH3:58])([CH3:57])[CH2:50][C:49]=3[S:48][C:47]=2[C:46]1=[O:59])(=[O:26])[CH3:25]. Given the reactants Br[C:2]1[CH:3]=[C:4]([NH:10][C:11]2[CH:23]=[C:14]3[CH2:15][N:16]([CH:19]4[CH2:22][O:21][CH2:20]4)[CH2:17][CH2:18][N:13]3[N:12]=2)[C:5](=[O:9])[N:6]([CH3:8])[CH:7]=1.[C:24]([O:27][CH2:28][C:29]1[C:34](B2OC(C)(C)C(C)(C)O2)=[CH:33][C:32](F)=[CH:31][C:30]=1[N:45]1[CH2:56][CH2:55][C:54]2[C:53]3[CH2:52][C:51]([CH3:58])([CH3:57])[CH2:50][C:49]=3[S:48][C:47]=2[C:46]1=[O:59])(=[O:26])[CH3:25].CC([O-])=O.[Na+], predict the reaction product. (4) Given the reactants [NH2:1][OH:2].Cl.N1C=CC=CC=1.[CH:10](=O)[CH2:11][CH2:12][CH2:13][CH2:14]/[CH:15]=[CH:16]\[CH2:17][CH3:18], predict the reaction product. The product is: [CH:10](=[N:1][OH:2])[CH2:11][CH2:12][CH2:13][CH2:14]/[CH:15]=[CH:16]\[CH2:17][CH3:18]. (5) Given the reactants C([O:8][N:9]([CH2:12][C@@H:13]([CH2:17][CH2:18][CH2:19][CH3:20])[C:14]([OH:16])=O)[CH:10]=[O:11])C1C=CC=CC=1.[CH3:21][O:22][CH2:23][CH2:24][N:25]1[C:29]2[CH:30]=[N:31][CH:32]=[CH:33][C:28]=2[N:27]=[C:26]1[C@@H:34]1[CH2:38][CH2:37][CH2:36][NH:35]1, predict the reaction product. The product is: [OH:8][N:9]([CH2:12][CH:13]([C:14]([N:35]1[CH2:36][CH2:37][CH2:38][CH:34]1[C:26]1[N:25]([CH2:24][CH2:23][O:22][CH3:21])[C:29]2[CH:30]=[N:31][CH:32]=[CH:33][C:28]=2[N:27]=1)=[O:16])[CH2:17][CH2:18][CH2:19][CH3:20])[CH:10]=[O:11].